This data is from Catalyst prediction with 721,799 reactions and 888 catalyst types from USPTO. The task is: Predict which catalyst facilitates the given reaction. Reactant: [N:1]([CH2:4][CH2:5][O:6][CH2:7][CH2:8][O:9][CH2:10][CH2:11][O:12][CH2:13][CH2:14][O:15][CH2:16][CH2:17][O:18][CH2:19][CH2:20][NH2:21])=[N+:2]=[N-:3].[C:22]1(=[O:29])[O:28][C:26](=[O:27])[CH2:25][O:24][CH2:23]1. The catalyst class is: 46. Product: [N:1]([CH2:4][CH2:5][O:6][CH2:7][CH2:8][O:9][CH2:10][CH2:11][O:12][CH2:13][CH2:14][O:15][CH2:16][CH2:17][O:18][CH2:19][CH2:20][NH:21][C:26](=[O:27])[CH2:25][O:24][CH2:23][C:22]([OH:29])=[O:28])=[N+:2]=[N-:3].